Dataset: Catalyst prediction with 721,799 reactions and 888 catalyst types from USPTO. Task: Predict which catalyst facilitates the given reaction. (1) Reactant: [C:1]1([NH:7][CH2:8][C:9]2[CH:18]=[CH:17][C:12]([C:13]([O:15]C)=[O:14])=[CH:11][CH:10]=2)[CH:6]=[CH:5][CH:4]=[CH:3][CH:2]=1.[OH-].[Li+]. Product: [C:1]1([NH:7][CH2:8][C:9]2[CH:18]=[CH:17][C:12]([C:13]([OH:15])=[O:14])=[CH:11][CH:10]=2)[CH:2]=[CH:3][CH:4]=[CH:5][CH:6]=1. The catalyst class is: 36. (2) Reactant: [CH:1]1([C@H:4]2[C@H:13]([CH3:14])[C@@H:12]([NH:15][C:16]3[CH:21]=[CH:20][CH:19]=[C:18]([O:22]C)[N:17]=3)[C:11]3[C:6](=[CH:7][CH:8]=[C:9]([N:24]4[CH2:29][CH2:28][O:27][CH2:26][CH2:25]4)[CH:10]=3)[N:5]2[C:30](=[O:32])[CH3:31])[CH2:3][CH2:2]1.[I-].[Na+]. Product: [CH:1]1([C@H:4]2[C@H:13]([CH3:14])[C@@H:12]([NH:15][C:16]3[CH:21]=[CH:20][CH:19]=[C:18]([OH:22])[N:17]=3)[C:11]3[C:6](=[CH:7][CH:8]=[C:9]([N:24]4[CH2:25][CH2:26][O:27][CH2:28][CH2:29]4)[CH:10]=3)[N:5]2[C:30](=[O:32])[CH3:31])[CH2:2][CH2:3]1. The catalyst class is: 382. (3) The catalyst class is: 3. Reactant: [C:1]([O:5][C:6]([N:8]1[CH2:13][CH2:12][CH:11]([NH:14][C:15]2[O:16][C:17]3[CH:23]=[CH:22][C:21]([NH2:24])=[CH:20][C:18]=3[N:19]=2)[CH2:10][CH2:9]1)=[O:7])([CH3:4])([CH3:3])[CH3:2].[CH:25]1([C:29](Cl)=[O:30])[CH2:28][CH2:27][CH2:26]1.C(N(C(C)C)CC)(C)C.O. Product: [C:1]([O:5][C:6]([N:8]1[CH2:13][CH2:12][CH:11]([NH:14][C:15]2[O:16][C:17]3[CH:23]=[CH:22][C:21]([NH:24][C:29]([CH:25]4[CH2:28][CH2:27][CH2:26]4)=[O:30])=[CH:20][C:18]=3[N:19]=2)[CH2:10][CH2:9]1)=[O:7])([CH3:4])([CH3:2])[CH3:3]. (4) Reactant: [C:1](OC(=O)C)(=[O:3])[CH3:2].[N:8]12[CH2:16][CH2:15][CH:12]([CH2:13][CH2:14]1)[N:11]([C:17]([C:19]1[O:20][C:21]([C:24]3[CH:29]=[CH:28][C:27]([NH2:30])=[CH:26][CH:25]=3)=[CH:22][CH:23]=1)=[O:18])[CH2:10][CH2:9]2.[OH-].[Na+]. Product: [N:8]12[CH2:14][CH2:13][CH:12]([CH2:15][CH2:16]1)[N:11]([C:17]([C:19]1[O:20][C:21]([C:24]3[CH:29]=[CH:28][C:27]([NH:30][C:1](=[O:3])[CH3:2])=[CH:26][CH:25]=3)=[CH:22][CH:23]=1)=[O:18])[CH2:10][CH2:9]2. The catalyst class is: 4. (5) Reactant: [O:1]1[C:5]2[CH:6]=[CH:7][CH:8]=[CH:9][C:4]=2[CH:3]=[C:2]1[C:10]1[N:19]=[C:18]([Cl:20])[C:17]2[C:12](=[CH:13][CH:14]=[CH:15][CH:16]=2)[N:11]=1.[CH3:21][N:22]1[CH2:26][CH2:25][CH2:24][CH:23]1[CH:27]=[CH:28][NH2:29]. Product: [ClH:20].[ClH:20].[O:1]1[C:5]2[CH:6]=[CH:7][CH:8]=[CH:9][C:4]=2[CH:3]=[C:2]1[CH:10]1[N:29]([CH2:28][CH2:27][CH:23]2[CH2:24][CH2:25][CH2:26][N:22]2[CH3:21])[C:18]([NH2:19])=[C:17]2[C:12]([CH:13]=[CH:14][CH:15]=[CH:16]2)=[N:11]1. The catalyst class is: 12.